From a dataset of TCR-epitope binding with 47,182 pairs between 192 epitopes and 23,139 TCRs. Binary Classification. Given a T-cell receptor sequence (or CDR3 region) and an epitope sequence, predict whether binding occurs between them. (1) The epitope is LLQTGIHVRVSQPSL. The TCR CDR3 sequence is CASSPGGADRRIDGYTF. Result: 1 (the TCR binds to the epitope). (2) The epitope is FTISVTTEIL. The TCR CDR3 sequence is CASSLGTWNEQFF. Result: 0 (the TCR does not bind to the epitope). (3) The epitope is TFYLTNDVSFL. The TCR CDR3 sequence is CASSPRTGPYNEQFF. Result: 0 (the TCR does not bind to the epitope). (4) The epitope is NLVPMVATV. The TCR CDR3 sequence is CSSRTSGDNEQFF. Result: 1 (the TCR binds to the epitope). (5) The epitope is VTIAEILLI. The TCR CDR3 sequence is CASSLAGGAYGYTF. Result: 0 (the TCR does not bind to the epitope). (6) The epitope is NLVPMVATV. The TCR CDR3 sequence is CASRLRESSYEQYF. Result: 1 (the TCR binds to the epitope). (7) The epitope is ISPRTLNAW. The TCR CDR3 sequence is CAISTGSGNTEAFF. Result: 0 (the TCR does not bind to the epitope). (8) The epitope is FLYNLLTRV. The TCR CDR3 sequence is CASKASGKNNEQFF. Result: 0 (the TCR does not bind to the epitope).